Dataset: Forward reaction prediction with 1.9M reactions from USPTO patents (1976-2016). Task: Predict the product of the given reaction. (1) Given the reactants [Cl:1][C:2]1[C:3]([CH3:12])=[CH:4][C:5]([OH:11])=[C:6]([C:8](=[O:10])[CH3:9])[CH:7]=1.[I:13]N1C(=O)CCC1=O.O, predict the reaction product. The product is: [Cl:1][C:2]1[C:3]([CH3:12])=[C:4]([I:13])[C:5]([OH:11])=[C:6]([C:8](=[O:10])[CH3:9])[CH:7]=1. (2) Given the reactants [O:1]1[CH2:6][CH:5]=[C:4](B2OC(C)(C)C(C)(C)O2)[CH2:3][CH2:2]1.Cl[C:17]1[CH:18]=[C:19]([C:24]2[N:29]=[C:28]([CH3:30])[N:27]=[C:26]([N:31]([CH2:41][C:42]3[CH:47]=[CH:46][C:45]([O:48][CH3:49])=[CH:44][CH:43]=3)[CH2:32][C:33]3[CH:38]=[CH:37][C:36]([O:39][CH3:40])=[CH:35][CH:34]=3)[N:25]=2)[C:20]([F:23])=[N:21][CH:22]=1.C(=O)([O-])[O-].[K+].[K+], predict the reaction product. The product is: [O:1]1[CH2:6][CH:5]=[C:4]([C:17]2[CH:18]=[C:19]([C:24]3[N:29]=[C:28]([CH3:30])[N:27]=[C:26]([N:31]([CH2:32][C:33]4[CH:34]=[CH:35][C:36]([O:39][CH3:40])=[CH:37][CH:38]=4)[CH2:41][C:42]4[CH:43]=[CH:44][C:45]([O:48][CH3:49])=[CH:46][CH:47]=4)[N:25]=3)[C:20]([F:23])=[N:21][CH:22]=2)[CH2:3][CH2:2]1. (3) Given the reactants [NH2:1][C:2]1[CH:7]=[CH:6][C:5]([C:8](=[O:29])[CH2:9][N:10]2[C:14](=[O:15])[C:13]([C:22]3[CH:27]=[CH:26][CH:25]=[CH:24][CH:23]=3)([C:16]3[CH:21]=[CH:20][CH:19]=[CH:18][CH:17]=3)[NH:12][C:11]2=[O:28])=[CH:4][CH:3]=1.[CH3:30][C:31]1[C:35]([CH2:36][C:37](O)=[O:38])=[C:34]([CH3:40])[O:33][N:32]=1, predict the reaction product. The product is: [CH3:30][C:31]1[C:35]([CH2:36][C:37]([NH:1][C:2]2[CH:7]=[CH:6][C:5]([C:8](=[O:29])[CH2:9][N:10]3[C:14](=[O:15])[C:13]([C:22]4[CH:23]=[CH:24][CH:25]=[CH:26][CH:27]=4)([C:16]4[CH:21]=[CH:20][CH:19]=[CH:18][CH:17]=4)[NH:12][C:11]3=[O:28])=[CH:4][CH:3]=2)=[O:38])=[C:34]([CH3:40])[O:33][N:32]=1. (4) Given the reactants Br[C:2]1[C:7]([NH2:8])=[CH:6][C:5]([Br:9])=[CH:4][N:3]=1.[C:10]([C:12]1[CH:17]=[CH:16][N:15]=[C:14]([NH:18][C:19](=[O:21])[CH3:20])[CH:13]=1)#[CH:11], predict the reaction product. The product is: [NH2:8][C:7]1[C:2]([C:11]#[C:10][C:12]2[CH:17]=[CH:16][N:15]=[C:14]([NH:18][C:19](=[O:21])[CH3:20])[CH:13]=2)=[N:3][CH:4]=[C:5]([Br:9])[CH:6]=1. (5) Given the reactants [CH3:1][C:2](C)([O-])[CH3:3].[K+].[Br:7][C:8]1[S:12][C:11]([C:13]([C@H:15]2[CH2:20][CH2:19][C@H:18]([C:21]([O:23][CH2:24][CH3:25])=[O:22])[CH2:17][CH2:16]2)=O)=[N:10][CH:9]=1, predict the reaction product. The product is: [Br:7][C:8]1[S:12][C:11]([CH:13]([C@H:15]2[CH2:20][CH2:19][C@H:18]([C:21]([O:23][CH2:24][CH3:25])=[O:22])[CH2:17][CH2:16]2)[CH2:3][CH:2]=[CH2:1])=[N:10][CH:9]=1. (6) Given the reactants [Br:1][C:2]1[CH:7]=[CH:6][C:5]([C@H:8]([NH2:10])[CH3:9])=[CH:4][CH:3]=1.[CH:11](N(C(C)C)CC)([CH3:13])[CH3:12].[CH2:20](Br)[CH:21]=[CH2:22], predict the reaction product. The product is: [CH2:13]([N:10]([CH2:22][CH:21]=[CH2:20])[C@@H:8]([C:5]1[CH:6]=[CH:7][C:2]([Br:1])=[CH:3][CH:4]=1)[CH3:9])[CH:11]=[CH2:12].